Dataset: Full USPTO retrosynthesis dataset with 1.9M reactions from patents (1976-2016). Task: Predict the reactants needed to synthesize the given product. (1) Given the product [C:1]1([C:7]2[N:8]=[CH:9][C:10]([C:19]#[C:20][CH2:21][CH2:22][CH2:23][OH:24])=[N:11][C:12]=2[C:13]2[CH:14]=[CH:15][CH:16]=[CH:17][CH:18]=2)[CH:2]=[CH:3][CH:4]=[CH:5][CH:6]=1, predict the reactants needed to synthesize it. The reactants are: [C:1]1([C:7]2[N:8]=[CH:9][C:10]([C:19]#[C:20][CH2:21][CH2:22][CH2:23][O:24]C3CCCCO3)=[N:11][C:12]=2[C:13]2[CH:18]=[CH:17][CH:16]=[CH:15][CH:14]=2)[CH:6]=[CH:5][CH:4]=[CH:3][CH:2]=1.C1(C)C=CC(S([O-])(=O)=O)=CC=1.[NH+]1C=CC=CC=1. (2) Given the product [Br:1][C:2]1[CH:7]=[CH:6][C:5]([C:8]2[C:12]([N+:13]([O-:15])=[O:14])=[C:11]([C:16]([NH2:21])=[O:18])[O:10][N:9]=2)=[CH:4][CH:3]=1, predict the reactants needed to synthesize it. The reactants are: [Br:1][C:2]1[CH:7]=[CH:6][C:5]([C:8]2[C:12]([N+:13]([O-:15])=[O:14])=[C:11]([C:16]([O:18]CC)=O)[O:10][N:9]=2)=[CH:4][CH:3]=1.[NH3:21].